Dataset: Peptide-MHC class II binding affinity with 134,281 pairs from IEDB. Task: Regression. Given a peptide amino acid sequence and an MHC pseudo amino acid sequence, predict their binding affinity value. This is MHC class II binding data. (1) The peptide sequence is EHGSDEWVAMTKGEGGVWTF. The MHC is DRB1_0101 with pseudo-sequence DRB1_0101. The binding affinity (normalized) is 0.636. (2) The peptide sequence is EEIITLNSYGSFQEF. The MHC is DRB3_0101 with pseudo-sequence DRB3_0101. The binding affinity (normalized) is 0.545. (3) The MHC is HLA-DQA10201-DQB10301 with pseudo-sequence HLA-DQA10201-DQB10301. The binding affinity (normalized) is 0.710. The peptide sequence is RSHDVLTVQFLILGM. (4) The peptide sequence is FEIKCTKPEACSGEP. The binding affinity (normalized) is 0.0341. The MHC is HLA-DPA10103-DPB10401 with pseudo-sequence HLA-DPA10103-DPB10401. (5) The peptide sequence is QSCRRPNAQRFGISNYCQI. The MHC is HLA-DPA10201-DPB10501 with pseudo-sequence HLA-DPA10201-DPB10501. The binding affinity (normalized) is 0.147.